This data is from Forward reaction prediction with 1.9M reactions from USPTO patents (1976-2016). The task is: Predict the product of the given reaction. (1) Given the reactants [CH2:1]([C:3]1[CH:4]=[C:5]([OH:9])[CH:6]=[CH:7][CH:8]=1)[CH3:2].C(Cl)Cl.CO.[Br-:15].[Br-].[Br-].C([N+](CCCC)(CCCC)CCCC)CCC.C([N+](CCCC)(CCCC)CCCC)CCC.C([N+](CCCC)(CCCC)CCCC)CCC, predict the reaction product. The product is: [Br:15][C:8]1[CH:7]=[CH:6][C:5]([OH:9])=[CH:4][C:3]=1[CH2:1][CH3:2]. (2) Given the reactants [H-].[Na+].[Br:3][C:4]1[CH:5]=[C:6]([CH:16]=[CH:17][CH:18]=1)[CH2:7][NH:8][C:9](=[O:15])[O:10][C:11]([CH3:14])([CH3:13])[CH3:12].I[CH3:20], predict the reaction product. The product is: [Br:3][C:4]1[CH:5]=[C:6]([CH:16]=[CH:17][CH:18]=1)[CH2:7][N:8]([CH3:20])[C:9](=[O:15])[O:10][C:11]([CH3:14])([CH3:13])[CH3:12].